From a dataset of Full USPTO retrosynthesis dataset with 1.9M reactions from patents (1976-2016). Predict the reactants needed to synthesize the given product. Given the product [CH2:8]([O:7][C:5]([CH2:4][N:1]1[C:2](=[O:11])[S:3][N:17]([CH2:20][C:21]([O:23][CH2:24][CH3:25])=[O:22])[C:18]1=[O:19])=[O:6])[CH3:9], predict the reactants needed to synthesize it. The reactants are: [N:1]([CH2:4][C:5]([O:7][CH2:8][CH3:9])=[O:6])=[C:2]=[S:3].Cl.[O-:11][Mn](=O)(=O)=O.[K+].[N:17]([CH2:20][C:21]([O:23][CH2:24][CH3:25])=[O:22])=[C:18]=[O:19].